Dataset: Reaction yield outcomes from USPTO patents with 853,638 reactions. Task: Predict the reaction yield, written as a fraction of the theoretical maximum amount of product (1.0 means a 100% yield; for example, 0.34 means a 34% yield). (1) The reactants are C([C:8]1[N:13]=[C:12]([CH2:14]OC2CCCCO2)[CH:11]=[C:10](C2C=CC(C)=CC=2)[N:9]=1)C1C=CC=CC=1.C1COCC1.CC[N:36]([CH2:39]C)[CH2:37]C.[C:41]1(C)[CH:46]=[CH:45][C:44]([C:47](Cl)=O)=[CH:43][CH:42]=1.C(OC1CCCCO1)C#C.Cl.[C:62]1([CH2:68]C(N)=N)[CH:67]=[CH:66][CH:65]=[CH:64][CH:63]=1.C([O-])([O-])=O.[Na+].[Na+]. The catalyst is C1COCC1.CO.CCOCC.Cl[Pd](Cl)([P](C1C=CC=CC=1)(C1C=CC=CC=1)C1C=CC=CC=1)[P](C1C=CC=CC=1)(C1C=CC=CC=1)C1C=CC=CC=1.[Cu]I.CO. The product is [CH2:68]([C:8]1[N:13]=[C:12]([CH2:14][N:36]([CH3:37])[CH3:39])[CH:11]=[C:10]([C:41]2[CH:42]=[CH:43][C:44]([CH3:47])=[CH:45][CH:46]=2)[N:9]=1)[C:62]1[CH:67]=[CH:66][CH:65]=[CH:64][CH:63]=1. The yield is 0.530. (2) The reactants are Cl.N1C=CC=CC=1.[C:8]([C:11]1[CH:44]=[CH:43][C:14]2[NH:15][C:16]([C:18]3[CH:19]=[C:20]([C:36]([CH3:42])([CH3:41])[C:37]([O:39]C)=[O:38])[CH:21]=[C:22]([C:26]4[CH:31]=[C:30]([C:32]#[N:33])[CH:29]=[CH:28][C:27]=4[O:34]C)[C:23]=3[O:24]C)=[N:17][C:13]=2[CH:12]=1)(=[NH:10])[NH2:9]. The catalyst is C1(C)C=CC=CC=1. The product is [C:8]([C:11]1[CH:44]=[CH:43][C:14]2[NH:15][C:16]([C:18]3[CH:19]=[C:20]([C:36]([CH3:42])([CH3:41])[C:37]([OH:39])=[O:38])[CH:21]=[C:22]([C:26]4[CH:31]=[C:30]([C:32]#[N:33])[CH:29]=[CH:28][C:27]=4[OH:34])[C:23]=3[OH:24])=[N:17][C:13]=2[CH:12]=1)(=[NH:9])[NH2:10]. The yield is 0.950. (3) The reactants are [CH3:1][O:2][C:3]1[CH:4]=[C:5]([C:12]([C:16]2[CH:21]=[C:20]([O:22][CH3:23])[C:19]([O:24][CH3:25])=[C:18]([O:26][CH3:27])[CH:17]=2)=[CH:13][C:14]#[N:15])[CH:6]=[CH:7][C:8]=1[N+:9]([O-])=O.O.O.[Sn](Cl)(Cl)(Cl)Cl.[OH-].[Na+]. The catalyst is C(O)C. The product is [NH2:9][C:8]1[CH:7]=[CH:6][C:5]([C:12]([C:16]2[CH:21]=[C:20]([O:22][CH3:23])[C:19]([O:24][CH3:25])=[C:18]([O:26][CH3:27])[CH:17]=2)=[CH:13][C:14]#[N:15])=[CH:4][C:3]=1[O:2][CH3:1]. The yield is 0.420. (4) The reactants are [CH2:1]([O:3][C:4]1[CH:5]=[C:6]([CH:9]=[C:10]([O:13][CH2:14][CH3:15])[C:11]=1I)[CH:7]=[O:8])[CH3:2].[F:16][C:17]1[CH:22]=[CH:21][C:20](B(O)O)=[CH:19][CH:18]=1.[O-]P([O-])([O-])=O.[K+].[K+].[K+].C1(P(C2CCCCC2)C2CCCCC2)CCCCC1.O=O. The catalyst is C1(C)C=CC=CC=1.C([O-])(=O)C.[Pd+2].C([O-])(=O)C.O. The product is [CH2:1]([O:3][C:4]1[CH:5]=[C:6]([CH:7]=[O:8])[CH:9]=[C:10]([O:13][CH2:14][CH3:15])[C:11]=1[C:20]1[CH:21]=[CH:22][C:17]([F:16])=[CH:18][CH:19]=1)[CH3:2]. The yield is 0.830. (5) The reactants are [N:1]1[CH:6]=[CH:5][CH:4]=[CH:3][C:2]=1[C:7]([OH:9])=O.Cl.[CH3:11][NH:12][O:13][CH3:14].CCN=C=NCCCN(C)C.Cl.O.ON1C2C=CC=CC=2N=N1.C(N(CC)CC)C.C(=O)([O-])O.[Na+]. The catalyst is CN(C=O)C. The product is [CH3:14][O:13][N:12]([CH3:11])[C:7]([C:2]1[CH:3]=[CH:4][CH:5]=[CH:6][N:1]=1)=[O:9]. The yield is 0.730. (6) The reactants are [Cl:1][C:2]1[C:7]([C:8]2[C:9](=[O:31])[N:10]([CH:28]([CH3:30])[CH3:29])[C:11]3[C:16]([CH:17]=2)=[CH:15][N:14]=[C:13]([NH:18]CC2C=CC(OC)=CC=2)[CH:12]=3)=[CH:6][C:5]([NH:32][C:33]([NH:35][C:36]2[CH:41]=[CH:40][CH:39]=[C:38]([F:42])[CH:37]=2)=[O:34])=[C:4]([F:43])[CH:3]=1.C1(OC)C=CC=CC=1. The catalyst is C(O)(C(F)(F)F)=O. The product is [NH2:18][C:13]1[CH:12]=[C:11]2[C:16]([CH:17]=[C:8]([C:7]3[C:2]([Cl:1])=[CH:3][C:4]([F:43])=[C:5]([NH:32][C:33]([NH:35][C:36]4[CH:41]=[CH:40][CH:39]=[C:38]([F:42])[CH:37]=4)=[O:34])[CH:6]=3)[C:9](=[O:31])[N:10]2[CH:28]([CH3:30])[CH3:29])=[CH:15][N:14]=1. The yield is 0.930.